From a dataset of Full USPTO retrosynthesis dataset with 1.9M reactions from patents (1976-2016). Predict the reactants needed to synthesize the given product. (1) Given the product [CH3:23][S:24]([O:11][C@H:9]1[CH2:10][C@@H:7]([O:6][C:5]2[CH:12]=[C:13]([CH3:14])[C:2]([Br:1])=[C:3]([CH3:15])[CH:4]=2)[CH2:8]1)(=[O:26])=[O:25], predict the reactants needed to synthesize it. The reactants are: [Br:1][C:2]1[C:13]([CH3:14])=[CH:12][C:5]([O:6][C@@H:7]2[CH2:10][C@H:9]([OH:11])[CH2:8]2)=[CH:4][C:3]=1[CH3:15].CCN(CC)CC.[CH3:23][S:24](Cl)(=[O:26])=[O:25]. (2) Given the product [NH2:29][C@@H:30]([C:35]1[CH:36]=[C:37]([C:9]2[CH:27]=[CH:26][CH:25]=[C:11]([CH2:12][O:13][C:14]3[CH:19]=[CH:18][CH:17]=[CH:16][C:15]=3[CH2:20][C:21]([OH:23])=[O:22])[CH:10]=2)[CH:38]=[CH:39][CH:40]=1)[C:31]([OH:33])=[O:32], predict the reactants needed to synthesize it. The reactants are: CC1(C)C(C)(C)OB([C:9]2[CH:10]=[C:11]([CH:25]=[CH:26][CH:27]=2)[CH2:12][O:13][C:14]2[CH:19]=[CH:18][CH:17]=[CH:16][C:15]=2[CH2:20][C:21]([O:23]C)=[O:22])O1.[NH2:29][C@@H:30]([C:35]1[CH:40]=[CH:39][CH:38]=[C:37](Br)[CH:36]=1)[C:31]([O:33]C)=[O:32].[O-]P([O-])([O-])=O.[K+].[K+].[K+].Cl. (3) Given the product [CH2:18]([NH:17][CH2:16][CH2:15][N:14]1[CH2:13][CH2:12][C:7]2[NH:8][CH:9]=[C:10]([CH3:11])[C:6]=2[C:4]1=[O:3])[CH3:19], predict the reactants needed to synthesize it. The reactants are: C([O:3][C:4]([C:6]1[C:10]([CH3:11])=[CH:9][NH:8][C:7]=1[CH2:12][CH2:13][NH:14][CH2:15][CH2:16][NH:17][CH2:18][CH3:19])=O)C.O.[OH-].[Li+].